Dataset: Catalyst prediction with 721,799 reactions and 888 catalyst types from USPTO. Task: Predict which catalyst facilitates the given reaction. (1) Reactant: [NH2:1][C:2]1[CH:6]=[CH:5][N:4]([CH2:7][CH2:8][CH2:9][OH:10])[N:3]=1.N1C(C)=CC=CC=1C.[CH:19]1([CH2:24][C@H:25]([C:29]2[CH:34]=[CH:33][C:32]([S:35]([CH3:38])(=[O:37])=[O:36])=[C:31]([CH3:39])[CH:30]=2)[C:26](Cl)=[O:27])[CH2:23][CH2:22][CH2:21][CH2:20]1. Product: [CH:19]1([CH2:24][C@H:25]([C:29]2[CH:34]=[CH:33][C:32]([S:35]([CH3:38])(=[O:37])=[O:36])=[C:31]([CH3:39])[CH:30]=2)[C:26]([NH:1][C:2]2[CH:6]=[CH:5][N:4]([CH2:7][CH2:8][CH2:9][OH:10])[N:3]=2)=[O:27])[CH2:23][CH2:22][CH2:21][CH2:20]1. The catalyst class is: 2. (2) Reactant: [CH3:1][C:2]([CH3:25])([CH3:24])[C:3]([O:5][NH:6][C@H:7]([C:21]([OH:23])=[O:22])[CH2:8][S:9][C:10]1[CH:15]=[CH:14][CH:13]=[C:12]([O:16][CH3:17])[C:11]=1[N+:18]([O-])=O)=[O:4]. Product: [NH2:18][C:11]1[C:12]([O:16][CH3:17])=[CH:13][CH:14]=[CH:15][C:10]=1[S:9][CH2:8][C@@H:7]([C:21]([OH:23])=[O:22])[NH:6][O:5][C:3](=[O:4])[C:2]([CH3:1])([CH3:24])[CH3:25]. The catalyst class is: 43. (3) Reactant: [O:1]([C:8]1[CH:16]=[CH:15][C:11]([C:12]([OH:14])=O)=[CH:10][CH:9]=1)[C:2]1[CH:7]=[CH:6][CH:5]=[CH:4][CH:3]=1.[CH3:17][NH:18][CH:19]1[CH2:24][CH2:23][N:22]([C:25]([O:27][C:28]([CH3:31])([CH3:30])[CH3:29])=[O:26])[CH2:21][CH2:20]1.C1C=CC2N(O)N=NC=2C=1.C(Cl)CCl. Product: [CH3:17][N:18]([CH:19]1[CH2:24][CH2:23][N:22]([C:25]([O:27][C:28]([CH3:31])([CH3:30])[CH3:29])=[O:26])[CH2:21][CH2:20]1)[C:12](=[O:14])[C:11]1[CH:10]=[CH:9][C:8]([O:1][C:2]2[CH:3]=[CH:4][CH:5]=[CH:6][CH:7]=2)=[CH:16][CH:15]=1. The catalyst class is: 2. (4) Reactant: [C:1]([NH2:9])(=[O:8])[C:2]1[CH:7]=[CH:6][CH:5]=[CH:4][CH:3]=1.C([O-])([O-])=O.[K+].[K+].[C@@H]1(N)CCCC[C@H]1N.Br[C:25]1[CH:30]=[CH:29][CH:28]=[CH:27][C:26]=1[O:31][CH3:32]. Product: [CH3:32][O:31][C:26]1[CH:27]=[CH:28][CH:29]=[CH:30][C:25]=1[NH:9][C:1](=[O:8])[C:2]1[CH:7]=[CH:6][CH:5]=[CH:4][CH:3]=1. The catalyst class is: 321.